From a dataset of Catalyst prediction with 721,799 reactions and 888 catalyst types from USPTO. Predict which catalyst facilitates the given reaction. (1) Reactant: [O:1]=[C:2]1[O:8][C@H:7]([C@H:9]([CH2:11][OH:12])[OH:10])[C:5]([OH:6])=[C:3]1[OH:4].[H][H]. Product: [C:2]1(=[O:1])[O:8][C@H:7]([C@H:9]([CH2:11][OH:12])[OH:10])[C@H:5]([OH:6])[C@@H:3]1[OH:4]. The catalyst class is: 522. (2) Reactant: Cl.[F:2][C:3]1[CH:22]=[CH:21][C:6]([CH2:7][O:8][CH2:9][C:10]([NH:12][CH2:13][CH2:14][CH:15]2[CH2:20][CH2:19][NH:18][CH2:17][CH2:16]2)=[O:11])=[CH:5][CH:4]=1.C(N(CC)CC)C.[CH3:30][O:31][C:32]1[CH:33]=[C:34]([N:40]=[C:41]=[O:42])[CH:35]=[CH:36][C:37]=1[O:38][CH3:39]. Product: [F:2][C:3]1[CH:22]=[CH:21][C:6]([CH2:7][O:8][CH2:9][C:10]([NH:12][CH2:13][CH2:14][CH:15]2[CH2:16][CH2:17][N:18]([C:41]([NH:40][C:34]3[CH:35]=[CH:36][C:37]([O:38][CH3:39])=[C:32]([O:31][CH3:30])[CH:33]=3)=[O:42])[CH2:19][CH2:20]2)=[O:11])=[CH:5][CH:4]=1. The catalyst class is: 1. (3) Reactant: C[O:2][C:3]1[CH:4]=[C:5]([C:14]2[N:19]=[CH:18][N:17]=[C:16]([C:20]3[C:21]([C:27]([F:30])([F:29])[F:28])=[N+:22]([O-:26])[CH:23]=[CH:24][CH:25]=3)[N:15]=2)[CH:6]=[C:7]([N+:11]([O-:13])=[O:12])[C:8]=1[O:9]C.B(Br)(Br)Br. Product: [OH:2][C:3]1[CH:4]=[C:5]([C:14]2[N:19]=[CH:18][N:17]=[C:16]([C:20]3[C:21]([C:27]([F:28])([F:30])[F:29])=[N+:22]([O-:26])[CH:23]=[CH:24][CH:25]=3)[N:15]=2)[CH:6]=[C:7]([N+:11]([O-:13])=[O:12])[C:8]=1[OH:9]. The catalyst class is: 4. (4) Reactant: Cl[C:2]([F:7])([F:6])C([O-])=O.[Na+].C(=O)([O-])[O-].[K+].[K+].CN(C=O)C.[OH:20][C:21]1[C:29]2[C:24](=[CH:25][CH:26]=[C:27]([N+:30]([O-:32])=[O:31])[CH:28]=2)[N:23]([C:33]([O:35][CH2:36][CH3:37])=[O:34])[N:22]=1. Product: [F:7][CH:2]([F:6])[O:20][C:21]1[C:29]2[C:24](=[CH:25][CH:26]=[C:27]([N+:30]([O-:32])=[O:31])[CH:28]=2)[N:23]([C:33]([O:35][CH2:36][CH3:37])=[O:34])[N:22]=1. The catalyst class is: 13. (5) Reactant: [H-].[Al+3].[Li+].[H-].[H-].[H-].[CH3:7][C:8]([C:15]1[CH:16]=[N:17][CH:18]=[CH:19][CH:20]=1)([CH3:14])[C:9](OCC)=[O:10].O.O.O.O.O.O.O.O.O.O.S([O-])([O-])(=O)=O.[Na+].[Na+]. Product: [CH3:14][C:8]([C:15]1[CH:16]=[N:17][CH:18]=[CH:19][CH:20]=1)([CH3:7])[CH2:9][OH:10]. The catalyst class is: 7. (6) Reactant: [F:1][C:2]([F:23])([F:22])[O:3][C:4]1[CH:21]=[CH:20][C:7]([O:8][C:9]2[CH:15]=[CH:14][C:12]([NH2:13])=[CH:11][C:10]=2[C:16]([F:19])([F:18])[F:17])=[CH:6][CH:5]=1.[CH3:24][CH:25]([C:31]([CH3:33])=O)[C:26](OCC)=[O:27].C1(C)C=CC(S(O)(=O)=O)=CC=1. The catalyst class is: 113. Product: [CH3:33][C:31]1[C:25]([CH3:24])=[C:26]([OH:27])[C:14]2[C:12](=[CH:11][C:10]([C:16]([F:17])([F:18])[F:19])=[C:9]([O:8][C:7]3[CH:20]=[CH:21][C:4]([O:3][C:2]([F:22])([F:23])[F:1])=[CH:5][CH:6]=3)[CH:15]=2)[N:13]=1. (7) Reactant: [Cl:1][C:2]1[CH:7]=[CH:6][C:5]([C:8]2[O:9][C:10]3[C:11](=[C:13]([C:17]([OH:19])=O)[CH:14]=[CH:15][CH:16]=3)[N:12]=2)=[C:4]([CH3:20])[CH:3]=1.Cl.C(N=C=NCCCN(C)C)C.ON1C2C=CC=CC=2N=N1.Cl.Cl.[NH2:45][C@H:46]1[CH:51]2[CH2:52][CH2:53][N:48]([CH2:49][CH2:50]2)[CH2:47]1.C(N(CC)CC)C. Product: [N:48]12[CH2:53][CH2:52][CH:51]([CH2:50][CH2:49]1)[C@H:46]([NH:45][C:17]([C:13]1[CH:14]=[CH:15][CH:16]=[C:10]3[O:9][C:8]([C:5]4[CH:6]=[CH:7][C:2]([Cl:1])=[CH:3][C:4]=4[CH3:20])=[N:12][C:11]=13)=[O:19])[CH2:47]2. The catalyst class is: 174. (8) Reactant: [C:1]([O:5][C:6](=[O:25])[NH:7][C:8]1[CH2:13][N:12]([CH3:14])[C:11](=O)[C:10]([C:17]2[CH:22]=[C:21]([NH2:23])[CH:20]=[CH:19][C:18]=2[F:24])([CH3:16])[N:9]=1)([CH3:4])([CH3:3])[CH3:2].[H-].[H-].[H-].[H-].[Li+].[Al+3].C(Cl)(Cl)Cl. Product: [C:1]([O:5][C:6](=[O:25])[NH:7][C:8]1[CH2:13][N:12]([CH3:14])[CH2:11][C:10]([C:17]2[CH:22]=[C:21]([NH2:23])[CH:20]=[CH:19][C:18]=2[F:24])([CH3:16])[N:9]=1)([CH3:2])([CH3:3])[CH3:4]. The catalyst class is: 1. (9) Reactant: O.[NH2:2][C:3]1[CH:4]=[C:5]([S:9]([OH:12])(=O)=[O:10])[CH:6]=[CH:7][CH:8]=1.[CH3:13][S:14](Cl)(=[O:16])=[O:15].P(Cl)(Cl)([Cl:20])=O. Product: [CH3:13][S:14]([NH:2][C:3]1[CH:4]=[C:5]([S:9]([Cl:20])(=[O:12])=[O:10])[CH:6]=[CH:7][CH:8]=1)(=[O:16])=[O:15]. The catalyst class is: 852.